Predict the reactants needed to synthesize the given product. From a dataset of Full USPTO retrosynthesis dataset with 1.9M reactions from patents (1976-2016). (1) Given the product [F:1][C:2]([F:15])([F:14])[S:3]([O:6][C:20]1[CH:21]=[N:22][C:17]([CH3:16])=[CH:18][CH:19]=1)(=[O:5])=[O:4], predict the reactants needed to synthesize it. The reactants are: [F:1][C:2]([F:15])([F:14])[S:3]([O:6]S(C(F)(F)F)(=O)=O)(=[O:5])=[O:4].[CH3:16][C:17]1[N:22]=[CH:21][C:20](O)=[CH:19][CH:18]=1.C(N(CC)CC)C.O. (2) Given the product [Cl:17][C:14]1[CH:13]=[C:3]2[C:2](=[CH:16][CH:15]=1)[N:1]=[C:22]([O:31][CH2:32][CH2:33][CH3:34])[N:9]([CH2:10][CH2:11][CH3:12])[C:4]2=[CH:4][CH2:3][CH2:2][NH2:1], predict the reactants needed to synthesize it. The reactants are: [NH2:1][C:2]1[CH:16]=[CH:15][C:14]([Cl:17])=[CH:13][C:3]=1[C:4]([NH:9][CH2:10][CH2:11][CH3:12])=NCCC.C(O[C:22]([O:31][CH2:32][CH2:33][CH3:34])(OCCC)OCCC)CC. (3) The reactants are: [OH:1][C:2]1[CH:9]=[C:8]([CH3:10])[C:5]([CH:6]=[O:7])=[C:4]([CH3:11])[CH:3]=1.[C:12]([Si:16](Cl)([CH3:18])[CH3:17])([CH3:15])([CH3:14])[CH3:13]. Given the product [Si:16]([O:1][C:2]1[CH:3]=[C:4]([CH3:11])[C:5]([CH:6]=[O:7])=[C:8]([CH3:10])[CH:9]=1)([C:12]([CH3:15])([CH3:14])[CH3:13])([CH3:18])[CH3:17], predict the reactants needed to synthesize it. (4) Given the product [N:1]1([CH2:9][C:10]2[CH:19]=[CH:18][C:13]([C:14]([O:16][CH3:17])=[O:15])=[CH:12][CH:11]=2)[CH2:7][CH2:6][CH2:5][NH:4][CH2:3][CH2:2]1, predict the reactants needed to synthesize it. The reactants are: [NH:1]1[CH2:7][CH2:6][CH2:5][NH:4][CH2:3][CH2:2]1.Br[CH2:9][C:10]1[CH:19]=[CH:18][C:13]([C:14]([O:16][CH3:17])=[O:15])=[CH:12][CH:11]=1.C(N(CC)CC)C.C(=O)(O)[O-].[Na+]. (5) Given the product [Cl:19][C:20]1[CH:27]=[CH:26][C:23](/[CH:24]=[CH:9]/[C:8]([O:7][C:3]([CH3:4])([CH3:5])[CH3:6])=[O:18])=[CH:22][C:21]=1[N+:28]([O-:30])=[O:29], predict the reactants needed to synthesize it. The reactants are: [H-].[Na+].[C:3]([O:7][C:8](=[O:18])[CH2:9]P(OCC)(OCC)=O)([CH3:6])([CH3:5])[CH3:4].[Cl:19][C:20]1[CH:27]=[CH:26][C:23]([CH:24]=O)=[CH:22][C:21]=1[N+:28]([O-:30])=[O:29].O. (6) The reactants are: [Br:1][C:2]1[C:3]([CH3:14])=[N:4][NH:5][C:6]=1[C:7]1[CH:12]=[CH:11][C:10]([F:13])=[CH:9][CH:8]=1.[F:15][C:16]([F:21])([F:20])[CH2:17][CH2:18]O.C1(P(C2C=CC=CC=2)C2C=CC=CC=2)C=CC=CC=1.N(/C(OCC)=O)=N\C(OCC)=O. Given the product [Br:1][C:2]1[C:3]([CH3:14])=[N:4][N:5]([CH2:18][CH2:17][C:16]([F:21])([F:20])[F:15])[C:6]=1[C:7]1[CH:12]=[CH:11][C:10]([F:13])=[CH:9][CH:8]=1, predict the reactants needed to synthesize it. (7) Given the product [O:9]1[C:8]2[CH:13]=[CH:14][C:5]([C:3](=[O:4])[CH2:15][C:16]3[CH:21]=[CH:20][CH:19]=[CH:18][N:17]=3)=[CH:6][C:7]=2[O:12][CH2:11][CH2:10]1, predict the reactants needed to synthesize it. The reactants are: CO[C:3]([C:5]1[CH:14]=[CH:13][C:8]2[O:9][CH2:10][CH2:11][O:12][C:7]=2[CH:6]=1)=[O:4].[CH3:15][C:16]1[CH:21]=[CH:20][CH:19]=[CH:18][N:17]=1. (8) Given the product [NH2:22][CH2:21][C@@H:13]1[C@H:14]2[O:18][C:17]([CH3:20])([CH3:19])[O:16][C@H:15]2[C@H:11]([N:6]2[CH:5]=[N:4][C:3]3[C:7]2=[N:8][CH:9]=[N:10][C:2]=3[NH2:1])[O:12]1, predict the reactants needed to synthesize it. The reactants are: [NH2:1][C:2]1[N:10]=[CH:9][N:8]=[C:7]2[C:3]=1[N:4]=[CH:5][N:6]2[C@H:11]1[C@@H:15]2[O:16][C:17]([CH3:20])([CH3:19])[O:18][C@@H:14]2[C@@H:13]([CH2:21][N:22]2C(=O)C3C(=CC=CC=3)C2=O)[O:12]1.O.NN. (9) Given the product [NH2:1][C:4]1[CH:9]=[C:8]([C:10]([F:13])([F:12])[F:11])[CH:7]=[CH:6][C:5]=1[NH:14][C:15]1[CH:22]=[CH:21][C:18]([CH2:19][NH:20][C:28](=[O:29])[O:27][C:24]([CH3:26])([CH3:25])[CH3:23])=[CH:17][CH:16]=1, predict the reactants needed to synthesize it. The reactants are: [N+:1]([C:4]1[CH:9]=[C:8]([C:10]([F:13])([F:12])[F:11])[CH:7]=[CH:6][C:5]=1[NH:14][C:15]1[CH:22]=[CH:21][C:18]([C:19]#[N:20])=[CH:17][CH:16]=1)([O-])=O.[CH3:23][C:24]([O:27][C:28](O[C:28]([O:27][C:24]([CH3:26])([CH3:25])[CH3:23])=[O:29])=[O:29])([CH3:26])[CH3:25].[BH4-].[Na+].